This data is from Catalyst prediction with 721,799 reactions and 888 catalyst types from USPTO. The task is: Predict which catalyst facilitates the given reaction. Reactant: [C:1]([C:3]1[N:4]=[C:5]2[C:10]([N:11]3[CH2:16][CH2:15][O:14][CH2:13][CH2:12]3)=[CH:9][CH:8]=[N:7][N:6]2[C:17]=1[CH:18]1[CH2:23][CH2:22][N:21]([C:24]([O:26][C:27]([CH3:30])([CH3:29])[CH3:28])=[O:25])[CH2:20][CH2:19]1)#[CH:2].Br[C:32]1[CH:41]=[CH:40][C:39]2[C:34](=[CH:35][CH:36]=[CH:37][CH:38]=2)[N:33]=1.CCN(C(C)C)C(C)C. Product: [O:14]1[CH2:15][CH2:16][N:11]([C:10]2[C:5]3[N:6]([C:17]([CH:18]4[CH2:23][CH2:22][N:21]([C:24]([O:26][C:27]([CH3:30])([CH3:29])[CH3:28])=[O:25])[CH2:20][CH2:19]4)=[C:3]([C:1]#[C:2][C:32]4[CH:41]=[CH:40][C:39]5[C:34](=[CH:35][CH:36]=[CH:37][CH:38]=5)[N:33]=4)[N:4]=3)[N:7]=[CH:8][CH:9]=2)[CH2:12][CH2:13]1. The catalyst class is: 233.